From a dataset of Catalyst prediction with 721,799 reactions and 888 catalyst types from USPTO. Predict which catalyst facilitates the given reaction. (1) Reactant: [NH:1]1[CH:5]=[CH:4][C:3]([NH:6][C:7]2[C:16]3[C:11](=[CH:12][C:13]([I:17])=[CH:14][CH:15]=3)[N:10]=[C:9]([C:18]([O:20]CC)=O)[N:8]=2)=[N:2]1.[F:23][C:24]1[CH:29]=[CH:28][C:27]([Mg]Br)=[CH:26][CH:25]=1. Product: [NH:1]1[CH:5]=[CH:4][C:3]([NH:6][C:7]2[C:16]3[C:11](=[CH:12][C:13]([I:17])=[CH:14][CH:15]=3)[N:10]=[C:9]([C:18]([C:27]3[CH:28]=[CH:29][C:24]([F:23])=[CH:25][CH:26]=3)=[O:20])[N:8]=2)=[N:2]1. The catalyst class is: 1. (2) Reactant: [O:1]=[C:2]1[NH:6][C:5]2[S:7][C:8]([C:10]([OH:12])=O)=[CH:9][C:4]=2/[C:3]/1=[CH:13]/[C:14]1[NH:15][CH:16]=[CH:17][CH:18]=1.O[N:20]1[C:24]2C=CC=[CH:28][C:23]=2N=N1.C(N)CC.Cl.CON(OC)CCCN=C=NCC.C(N(C(C)C)CC)(C)C. Product: [O:1]=[C:2]1[NH:6][C:5]2[S:7][C:8]([C:10]([NH:20][CH2:24][CH2:23][CH3:28])=[O:12])=[CH:9][C:4]=2/[C:3]/1=[CH:13]/[C:14]1[NH:15][CH:16]=[CH:17][CH:18]=1. The catalyst class is: 42. (3) Reactant: [CH3:1][N:2]([CH2:4][C:5]1[C:13]2[O:12][N:11]=[C:10]([CH2:14][CH2:15][CH:16]3[CH2:21][CH2:20][NH:19][CH2:18][CH2:17]3)[C:9]=2[CH:8]=[CH:7][C:6]=1[O:22][CH2:23][C:24]1[CH:29]=[CH:28][C:27]([Cl:30])=[C:26]([Cl:31])[CH:25]=1)[CH3:3].C(N(CC)C(C)C)(C)C.Br[CH2:42][CH:43]1[O:47][CH2:46][CH2:45][O:44]1.[I-].[Na+].[Cl-].[Na+]. Product: [CH3:1][N:2]([CH2:4][C:5]1[C:13]2[O:12][N:11]=[C:10]([CH2:14][CH2:15][CH:16]3[CH2:17][CH2:18][N:19]([CH2:42][CH:43]4[O:47][CH2:46][CH2:45][O:44]4)[CH2:20][CH2:21]3)[C:9]=2[CH:8]=[CH:7][C:6]=1[O:22][CH2:23][C:24]1[CH:29]=[CH:28][C:27]([Cl:30])=[C:26]([Cl:31])[CH:25]=1)[CH3:3]. The catalyst class is: 397. (4) Reactant: [CH3:1][C:2]1([CH3:18])[C:6]([CH3:8])([CH3:7])[O:5][B:4]([C:9]2[CH:10]=[C:11]3[CH:17]=[CH:16][NH:15][C:12]3=[N:13][CH:14]=2)[O:3]1.[OH-].[K+].[F:21][C:22]1[C:27]([CH:28]=[O:29])=[C:26]([F:30])[CH:25]=[CH:24][C:23]=1[NH:31][S:32]([CH2:35][CH2:36][CH3:37])(=[O:34])=[O:33]. The catalyst class is: 5. Product: [F:21][C:22]1[C:27]([CH:28]([OH:29])[C:17]2[C:11]3[C:12](=[N:13][CH:14]=[C:9]([B:4]4[O:3][C:2]([CH3:18])([CH3:1])[C:6]([CH3:7])([CH3:8])[O:5]4)[CH:10]=3)[NH:15][CH:16]=2)=[C:26]([F:30])[CH:25]=[CH:24][C:23]=1[NH:31][S:32]([CH2:35][CH2:36][CH3:37])(=[O:34])=[O:33].